Dataset: Reaction yield outcomes from USPTO patents with 853,638 reactions. Task: Predict the reaction yield, written as a fraction of the theoretical maximum amount of product (1.0 means a 100% yield; for example, 0.34 means a 34% yield). The reactants are C1CCCCC=1.[CH3:7][N:8]1[CH2:13][CH2:12][N:11]([C:14]2[CH:26]=[CH:25][C:17]([C:18]([O:20][C:21]([CH3:24])([CH3:23])[CH3:22])=[O:19])=[C:16]([N+:27]([O-])=O)[CH:15]=2)[CH2:10][CH2:9]1. The catalyst is [Pd].C(O)C. The product is [NH2:27][C:16]1[CH:15]=[C:14]([N:11]2[CH2:12][CH2:13][N:8]([CH3:7])[CH2:9][CH2:10]2)[CH:26]=[CH:25][C:17]=1[C:18]([O:20][C:21]([CH3:24])([CH3:23])[CH3:22])=[O:19]. The yield is 0.960.